The task is: Predict the reactants needed to synthesize the given product.. This data is from Full USPTO retrosynthesis dataset with 1.9M reactions from patents (1976-2016). (1) Given the product [F:34][C:25]([F:24])([C:28]1[CH:33]=[CH:32][N:31]=[CH:30][CH:29]=1)[CH2:26][NH:27][C:13](=[O:15])[CH2:12][N:7]1[C:8]([CH3:11])=[CH:9][N:10]=[C:5]([NH:4][CH2:3][C:2]([F:1])([F:23])[C:17]2[CH:22]=[CH:21][CH:20]=[CH:19][N:18]=2)[C:6]1=[O:16], predict the reactants needed to synthesize it. The reactants are: [F:1][C:2]([F:23])([C:17]1[CH:22]=[CH:21][CH:20]=[CH:19][N:18]=1)[CH2:3][NH:4][C:5]1[C:6](=[O:16])[N:7]([CH2:12][C:13]([OH:15])=O)[C:8]([CH3:11])=[CH:9][N:10]=1.[F:24][C:25]([F:34])([C:28]1[CH:33]=[CH:32][N:31]=[CH:30][CH:29]=1)[CH2:26][NH2:27]. (2) The reactants are: [Br:1][C:2]1[CH:3]=[N:4][C:5](I)=[N:6][CH:7]=1.[CH3:9][C:10]1[CH:15]=[C:14](B2OC(C)(C)C(C)(C)O2)[CH:13]=[CH:12][N:11]=1.C([O-])([O-])=O.[Na+].[Na+].C1(C)C=CC=CC=1. Given the product [Br:1][C:2]1[CH:3]=[N:4][C:5]([C:14]2[CH:13]=[CH:12][N:11]=[C:10]([CH3:9])[CH:15]=2)=[N:6][CH:7]=1, predict the reactants needed to synthesize it.